This data is from Experimentally validated miRNA-target interactions with 360,000+ pairs, plus equal number of negative samples. The task is: Binary Classification. Given a miRNA mature sequence and a target amino acid sequence, predict their likelihood of interaction. The protein sequence of the target gene is MAAAKKAVLGPLVGAVDQGTSSTRFLVFNSKTAELLSHHQVEIKQEFPREGWVEQDPKEILQSVYECIEKTCEKLGQLNIDISNIKAIGVSNQRETTVVWDKVTGEPLYNAVVWLDLRTQSTVENLSKRIPGNNNFVKSKTGLPLSTYFSAVKLRWLLDNVKKVQEAVEENRALFGTIDSWLIWSLTGGIHGGVHCTDVTNASRTMLFNIHSLEWDKELCEFFGIPMEILPNVRSSSEIYGLMKISHSLKAGALEGVPISGCLGDQSAALVGQMCFQDGQAKNTYGTGCFLLCNTGHKCV.... The miRNA is hsa-miR-4427 with sequence UCUGAAUAGAGUCUGAAGAGU. Result: 0 (no interaction).